This data is from Catalyst prediction with 721,799 reactions and 888 catalyst types from USPTO. The task is: Predict which catalyst facilitates the given reaction. (1) Reactant: C1C(=O)N([I:8])C(=O)C1.[F:9][C:10]1[CH:15]=[CH:14][C:13]([F:16])=[CH:12][C:11]=1[CH2:17][C:18]([N:20]1[C:28]2[C:23](=[C:24]([F:39])[C:25]([C:29]3[C:33]4[C:34]([NH2:38])=[N:35][CH:36]=[CH:37][C:32]=4[O:31][CH:30]=3)=[CH:26][CH:27]=2)[CH2:22][CH2:21]1)=[O:19].O. Product: [F:9][C:10]1[CH:15]=[CH:14][C:13]([F:16])=[CH:12][C:11]=1[CH2:17][C:18]([N:20]1[C:28]2[C:23](=[C:24]([F:39])[C:25]([C:29]3[C:33]4[C:34]([NH2:38])=[N:35][CH:36]=[C:37]([I:8])[C:32]=4[O:31][CH:30]=3)=[CH:26][CH:27]=2)[CH2:22][CH2:21]1)=[O:19]. The catalyst class is: 3. (2) Reactant: [OH:1][C:2]1[CH:11]=[CH:10][C:5]([C:6]([O:8][CH3:9])=[O:7])=[CH:4][C:3]=1[I:12].C([O-])([O-])=O.[Cs+].[Cs+].[CH:19]1([CH2:22]Br)[CH2:21][CH2:20]1. Product: [CH:19]1([CH2:22][O:1][C:2]2[CH:11]=[CH:10][C:5]([C:6]([O:8][CH3:9])=[O:7])=[CH:4][C:3]=2[I:12])[CH2:21][CH2:20]1. The catalyst class is: 31. (3) Reactant: [CH2:1]1[CH2:10][O:9][CH:8]2[CH:3]([CH2:4][C:5]([C:13]3[CH:18]=[CH:17][CH:16]=[CH:15][CH:14]=3)([C:11]#N)[CH2:6][CH2:7]2)[O:2]1.CC(C[AlH]CC(C)C)C.Cl.C(=O)(O)[O-:30].[Na+]. Product: [CH2:1]1[CH2:10][O:9][C:3]2([CH2:8][CH2:7][CH2:6][C:5]([C:13]3[CH:18]=[CH:17][CH:16]=[CH:15][CH:14]=3)([CH:11]=[O:30])[CH2:4]2)[O:2]1. The catalyst class is: 11. (4) Reactant: [NH:1]1[C:9]2[CH:8]=[CH:7][CH:6]=[C:5]([CH:10]=O)[C:4]=2[CH:3]=[CH:2]1.C(OP([CH2:20][C:21]([O:23][CH3:24])=[O:22])(OCC)=O)C.C(=O)([O-])[O-].[K+].[K+]. Product: [NH:1]1[C:9]2[C:4](=[C:5]([CH:10]=[CH:20][C:21]([O:23][CH3:24])=[O:22])[CH:6]=[CH:7][CH:8]=2)[CH:3]=[CH:2]1. The catalyst class is: 1. (5) Reactant: [OH:1][C:2]1[CH:3]=[C:4]([C:11]([O:13][CH2:14][CH3:15])=[O:12])[CH:5]=[C:6]2[C:10]=1[NH:9][N:8]=[CH:7]2.[H-].[Na+].I[CH2:19][CH3:20]. Product: [CH2:19]([O:1][C:2]1[CH:3]=[C:4]([C:11]([O:13][CH2:14][CH3:15])=[O:12])[CH:5]=[C:6]2[C:10]=1[NH:9][N:8]=[CH:7]2)[CH3:20]. The catalyst class is: 3. (6) Reactant: [CH2:1]([O:8][C:9]([NH:11][C@@H:12]([CH2:16][CH2:17][NH:18][C:19]([O:21][C:22]([CH3:25])([CH3:24])[CH3:23])=[O:20])[C:13](O)=[O:14])=[O:10])[C:2]1[CH:7]=[CH:6][CH:5]=[CH:4][CH:3]=1.CN1CCOCC1.ClC(OCC)=O.[H-].[Al+3].[Li+].[H-].[H-].[H-]. Product: [CH2:1]([O:8][C:9](=[O:10])[NH:11][C@H:12]([CH2:13][OH:14])[CH2:16][CH2:17][NH:18][C:19]([O:21][C:22]([CH3:23])([CH3:24])[CH3:25])=[O:20])[C:2]1[CH:3]=[CH:4][CH:5]=[CH:6][CH:7]=1. The catalyst class is: 7. (7) Reactant: [CH2:1]([O:3][C:4](=[O:22])[CH2:5][O:6][C@@H:7]1[CH2:13][C@H:12]2[N:14](C(OC(C)(C)C)=O)[C@@H:8]1[CH2:9][O:10][CH2:11]2)[CH3:2].Cl.O1CCOCC1. Product: [CH:12]12[NH:14][CH:8]([CH:7]([O:6][CH2:5][C:4]([O:3][CH2:1][CH3:2])=[O:22])[CH2:13]1)[CH2:9][O:10][CH2:11]2. The catalyst class is: 2. (8) Reactant: [N+:1]([C:4]1[CH:11]=[CH:10][C:7]([CH:8]=[O:9])=[CH:6][CH:5]=1)([O-:3])=[O:2].[CH2:12](O)[CH2:13][OH:14].C1(C)C=CC(S(O)(=O)=O)=CC=1. Product: [N+:1]([C:4]1[CH:5]=[CH:6][C:7]([CH:8]2[O:14][CH2:13][CH2:12][O:9]2)=[CH:10][CH:11]=1)([O-:3])=[O:2]. The catalyst class is: 11. (9) Reactant: [C:1]([NH:4][C:5]1[CH:14]=[CH:13][C:8]2[C:9]([CH3:12])=[N:10][O:11][C:7]=2[CH:6]=1)(=[O:3])[CH3:2].[Li+].CC([N-]C(C)C)C.I[CH2:24][C:25]1[N:26]=[C:27]([C:33]2[CH:38]=[CH:37][C:36]([Cl:39])=[CH:35][C:34]=2[Cl:40])[O:28][C:29]=1[CH:30]([CH3:32])[CH3:31].[Cl-].[NH4+]. Product: [C:1]([NH:4][C:5]1[CH:14]=[CH:13][C:8]2[C:9]([CH2:12][CH2:24][C:25]3[N:26]=[C:27]([C:33]4[CH:38]=[CH:37][C:36]([Cl:39])=[CH:35][C:34]=4[Cl:40])[O:28][C:29]=3[CH:30]([CH3:32])[CH3:31])=[N:10][O:11][C:7]=2[CH:6]=1)(=[O:3])[CH3:2]. The catalyst class is: 56.